From a dataset of Reaction yield outcomes from USPTO patents with 853,638 reactions. Predict the reaction yield, written as a fraction of the theoretical maximum amount of product (1.0 means a 100% yield; for example, 0.34 means a 34% yield). (1) The reactants are [C:1]([O:5][C:6](=[O:44])[CH2:7][O:8][C:9]1[C:18]2[CH2:17][CH2:16][CH2:15][C@@H:14]([N:19](CC3C=CC=CC=3)[S:20]([C:23]3[CH:28]=[C:27]([C:29]([F:32])([F:31])[F:30])[CH:26]=[C:25]([C:33]([F:36])([F:35])[CH3:34])[CH:24]=3)(=[O:22])=[O:21])[C:13]=2[CH:12]=[CH:11][CH:10]=1)([CH3:4])([CH3:3])[CH3:2].[NH4+].C([O-])=O. The catalyst is [Pd].C(O)C. The product is [C:1]([O:5][C:6](=[O:44])[CH2:7][O:8][C:9]1[C:18]2[CH2:17][CH2:16][CH2:15][C@@H:14]([NH:19][S:20]([C:23]3[CH:28]=[C:27]([C:29]([F:32])([F:31])[F:30])[CH:26]=[C:25]([C:33]([F:35])([F:36])[CH3:34])[CH:24]=3)(=[O:21])=[O:22])[C:13]=2[CH:12]=[CH:11][CH:10]=1)([CH3:4])([CH3:2])[CH3:3]. The yield is 0.600. (2) The reactants are C(Cl)(=O)C(Cl)=O.CS(C)=O.[OH:11][CH:12]1[C:16]2[N:17]=[CH:18][N:19]=[C:20]([N:21]3[CH2:26][CH2:25][N:24]([C:27]([O:29][C:30]([CH3:33])([CH3:32])[CH3:31])=[O:28])[CH2:23][CH2:22]3)[C:15]=2[C@H:14]([CH3:34])[CH2:13]1.O. The catalyst is C(Cl)Cl.CCOC(C)=O. The product is [CH3:34][C@H:14]1[C:15]2[C:20]([N:21]3[CH2:26][CH2:25][N:24]([C:27]([O:29][C:30]([CH3:33])([CH3:32])[CH3:31])=[O:28])[CH2:23][CH2:22]3)=[N:19][CH:18]=[N:17][C:16]=2[C:12](=[O:11])[CH2:13]1. The yield is 0.796.